Dataset: Full USPTO retrosynthesis dataset with 1.9M reactions from patents (1976-2016). Task: Predict the reactants needed to synthesize the given product. (1) Given the product [C:4]([O:9][O:10][C:13]([O:22][CH2:23][CH3:31])=[O:21])([O:6][CH2:7][CH3:8])=[O:5], predict the reactants needed to synthesize it. The reactants are: [Cl-].[Na+].Cl[C:4]([O:6][CH2:7][CH3:8])=[O:5].[OH:9][OH:10].[OH-].[Na+].[C:13]([O:22][C:23]([CH2:31]C)(CC)CCCCC)(=[O:21])CCCCC([O-])=O. (2) Given the product [CH3:32][O:31][C:27]1[CH:26]=[C:25]2[C:30]([C:17](=[O:19])[CH2:16][CH:15]([C:14]([OH:33])=[O:34])[CH2:24]2)=[CH:29][CH:28]=1, predict the reactants needed to synthesize it. The reactants are: C([C@H]1COC(=O)N1[C:14](=[O:33])[C@H:15]([CH2:24][C:25]1[CH:30]=[CH:29][CH:28]=[C:27]([O:31][CH3:32])[CH:26]=1)[CH2:16][C:17]([O:19]C(C)(C)C)=O)C1C=CC=CC=1.[OH:34]S(C(F)(F)F)(=O)=O. (3) Given the product [CH2:1]([O:3][C:4]([C:6]1([C:9]2[CH:10]=[CH:11][C:12]([C:15]3[CH:20]=[CH:19][C:18]([C:21]4[O:25][N:24]=[C:23]([CH3:26])[C:22]=4[CH2:27][CH2:28][O:29][CH2:31][C:32]4[CH:37]=[CH:36][N:35]=[CH:34][CH:33]=4)=[CH:17][CH:16]=3)=[CH:13][CH:14]=2)[CH2:8][CH2:7]1)=[O:5])[CH3:2], predict the reactants needed to synthesize it. The reactants are: [CH2:1]([O:3][C:4]([C:6]1([C:9]2[CH:14]=[CH:13][C:12]([C:15]3[CH:20]=[CH:19][C:18]([C:21]4[O:25][N:24]=[C:23]([CH3:26])[C:22]=4[CH2:27][CH2:28][OH:29])=[CH:17][CH:16]=3)=[CH:11][CH:10]=2)[CH2:8][CH2:7]1)=[O:5])[CH3:2].Br[CH2:31][C:32]1[CH:37]=[CH:36][N:35]=[CH:34][CH:33]=1.